Binary Classification. Given a drug SMILES string, predict its activity (active/inactive) in a high-throughput screening assay against a specified biological target. From a dataset of Serine/threonine kinase 33 screen with 319,792 compounds. (1) The drug is O=C(N(C1CCCC1)C)c1ccc(NC(=O)Cc2ccc([N+]([O-])=O)cc2)cc1. The result is 0 (inactive). (2) The molecule is O=C(c1ccccc1)/C=C\Nc1ccc(NC(=O)C)cc1. The result is 0 (inactive).